Task: Predict which catalyst facilitates the given reaction.. Dataset: Catalyst prediction with 721,799 reactions and 888 catalyst types from USPTO Reactant: [Cl:1][C:2]1[N:3]=[C:4]2[CH:12]=[C:11]([Cl:13])[CH:10]=[N:9][C:5]2=[N:6][C:7]=1Cl.[N:14]1([C:21]([O:23][C:24]([CH3:27])([CH3:26])[CH3:25])=[O:22])[CH2:20][CH2:19][CH2:18][NH:17][CH2:16][CH2:15]1. Product: [Cl:1][C:2]1[N:3]=[C:4]2[CH:12]=[C:11]([Cl:13])[CH:10]=[N:9][C:5]2=[N:6][C:7]=1[N:17]1[CH2:18][CH2:19][CH2:20][N:14]([C:21]([O:23][C:24]([CH3:27])([CH3:26])[CH3:25])=[O:22])[CH2:15][CH2:16]1. The catalyst class is: 2.